This data is from Catalyst prediction with 721,799 reactions and 888 catalyst types from USPTO. The task is: Predict which catalyst facilitates the given reaction. (1) Reactant: [F:1][C:2]1[CH:17]=[CH:16][C:5]([CH2:6][N:7]2[CH:12]3[CH2:13][NH:14][CH2:15][CH:8]2[CH2:9][O:10][CH2:11]3)=[CH:4][CH:3]=1.[C:18]([O:22][C:23]([NH:25][C:26]1[CH:31]=[C:30]([Cl:32])[CH:29]=[CH:28][C:27]=1/[CH:33]=[CH:34]/[C:35](O)=[O:36])=[O:24])([CH3:21])([CH3:20])[CH3:19].CCN=C=NCCCN(C)C.Cl.Cl. Product: [C:18]([O:22][C:23](=[O:24])[NH:25][C:26]1[CH:31]=[C:30]([Cl:32])[CH:29]=[CH:28][C:27]=1/[CH:33]=[CH:34]/[C:35]([N:14]1[CH2:15][CH:8]2[N:7]([CH2:6][C:5]3[CH:16]=[CH:17][C:2]([F:1])=[CH:3][CH:4]=3)[CH:12]([CH2:11][O:10][CH2:9]2)[CH2:13]1)=[O:36])([CH3:21])([CH3:19])[CH3:20]. The catalyst class is: 2. (2) Reactant: [C:1]([C:3]1[CH:4]=[C:5]([CH:9]=[CH:10][C:11]=1[O:12][CH:13]([CH3:15])[CH3:14])[C:6]([OH:8])=O)#[N:2].CN(C(ON1N=NC2C=CC=NC1=2)=[N+](C)C)C.F[P-](F)(F)(F)(F)F.CCN(C(C)C)C(C)C.O[NH:50][C:51](=[NH:70])[C:52]1[CH:53]=[C:54]2[C:58](=[CH:59][C:60]=1[CH3:61])[N:57]([CH2:62][CH2:63][CH2:64][C:65]([O:67][CH2:68][CH3:69])=[O:66])[N:56]=[CH:55]2. Product: [C:1]([C:3]1[CH:4]=[C:5]([C:6]2[O:8][N:50]=[C:51]([C:52]3[CH:53]=[C:54]4[C:58](=[CH:59][C:60]=3[CH3:61])[N:57]([CH2:62][CH2:63][CH2:64][C:65]([O:67][CH2:68][CH3:69])=[O:66])[N:56]=[CH:55]4)[N:70]=2)[CH:9]=[CH:10][C:11]=1[O:12][CH:13]([CH3:15])[CH3:14])#[N:2]. The catalyst class is: 3.